From a dataset of Forward reaction prediction with 1.9M reactions from USPTO patents (1976-2016). Predict the product of the given reaction. Given the reactants [Cl:1][C:2]1[C:3](=[O:18])[N:4]([CH2:9][C:10]2[CH:15]=[CH:14][C:13]([O:16][CH3:17])=[CH:12][CH:11]=2)[N:5]=[CH:6][C:7]=1[Cl:8].[CH3:19][O-:20].[Na+].O.ClCCl, predict the reaction product. The product is: [Cl:8][C:7]1[CH:6]=[N:5][N:4]([CH2:9][C:10]2[CH:15]=[CH:14][C:13]([O:16][CH3:17])=[CH:12][CH:11]=2)[C:3](=[O:18])[C:2]=1[O:20][CH3:19].[Cl:1][C:2]1[C:3](=[O:18])[N:4]([CH2:9][C:10]2[CH:15]=[CH:14][C:13]([O:16][CH3:17])=[CH:12][CH:11]=2)[N:5]=[CH:6][C:7]=1[O:20][CH3:19].